From a dataset of Reaction yield outcomes from USPTO patents with 853,638 reactions. Predict the reaction yield, written as a fraction of the theoretical maximum amount of product (1.0 means a 100% yield; for example, 0.34 means a 34% yield). (1) The reactants are [Cl:1][C:2]1[C:7]([O:8][CH3:9])=[C:6]([O:10][CH3:11])[CH:5]=[CH:4][C:3]=1[C:12]([N:14]([CH2:20][C:21]1[N:25]([CH2:26][C:27]2[CH:32]=[CH:31][CH:30]=[CH:29][C:28]=2[OH:33])[C:24]2[CH:34]=[CH:35][CH:36]=[CH:37][C:23]=2[N:22]=1)[CH2:15][CH2:16][CH:17]([CH3:19])[CH3:18])=[O:13].C([O-])([O-])=O.[K+].[K+].[Cl:44][CH2:45][CH2:46][CH2:47]I. The catalyst is CN(C)C=O.C(OCC)(=O)C. The product is [Cl:1][C:2]1[C:7]([O:8][CH3:9])=[C:6]([O:10][CH3:11])[CH:5]=[CH:4][C:3]=1[C:12]([N:14]([CH2:20][C:21]1[N:25]([CH2:26][C:27]2[CH:32]=[CH:31][CH:30]=[CH:29][C:28]=2[O:33][CH2:47][CH2:46][CH2:45][Cl:44])[C:24]2[CH:34]=[CH:35][CH:36]=[CH:37][C:23]=2[N:22]=1)[CH2:15][CH2:16][CH:17]([CH3:19])[CH3:18])=[O:13]. The yield is 0.990. (2) The reactants are [F:1][C:2]([F:16])([F:15])[CH:3]([O:6][CH2:7][C:8]([O:10]C(C)(C)C)=O)[CH:4]=[CH2:5].C1N=CN(C(N2C=NC=C2)=O)C=1.Cl.[CH3:30][NH:31][O:32][CH3:33].N1C=CN=C1. The catalyst is C(OC)(C)(C)C.O.C(O)=O. The product is [CH3:33][O:32][N:31]([CH3:30])[C:8](=[O:10])[CH2:7][O:6][CH:3]([CH:4]=[CH2:5])[C:2]([F:1])([F:15])[F:16]. The yield is 0.872. (3) The reactants are [CH2:1]([N:8]1[CH2:17][CH2:16][C:11]2(OCC[O:12]2)[CH2:10][CH:9]1[CH3:18])[C:2]1[CH:7]=[CH:6][CH:5]=[CH:4][CH:3]=1.Cl. The catalyst is C1C=CC=CC=1. The product is [CH2:1]([N:8]1[CH2:17][CH2:16][C:11](=[O:12])[CH2:10][CH:9]1[CH3:18])[C:2]1[CH:3]=[CH:4][CH:5]=[CH:6][CH:7]=1. The yield is 0.990. (4) The reactants are [CH2:1](Br)[C:2]1[CH:7]=[CH:6][CH:5]=[CH:4][CH:3]=1.[CH2:9]([O:11][C:12](=[O:36])[C:13]1[CH:18]=[CH:17][CH:16]=[C:15]([N:19]2[C:23]([CH3:24])=[CH:22][CH:21]=[C:20]2[C:25]2[CH:30]=[C:29]([S:31]([CH3:34])(=[O:33])=[O:32])[CH:28]=[CH:27][C:26]=2[OH:35])[CH:14]=1)[CH3:10].C([O-])([O-])=O.[K+].[K+]. The catalyst is CN(C=O)C.CCOC(C)=O. The product is [CH2:9]([O:11][C:12](=[O:36])[C:13]1[CH:18]=[CH:17][CH:16]=[C:15]([N:19]2[C:23]([CH3:24])=[CH:22][CH:21]=[C:20]2[C:25]2[CH:30]=[C:29]([S:31]([CH3:34])(=[O:32])=[O:33])[CH:28]=[CH:27][C:26]=2[O:35][CH2:1][C:2]2[CH:7]=[CH:6][CH:5]=[CH:4][CH:3]=2)[CH:14]=1)[CH3:10]. The yield is 0.890. (5) The reactants are [Cl:1][C:2]1[CH:3]=[C:4]([CH:20]=[CH:21][CH:22]=1)[C:5]([C@@H:7]1[CH2:12][CH2:11][CH2:10][N:9]([C:13]([O:15][C:16]([CH3:19])([CH3:18])[CH3:17])=[O:14])[CH2:8]1)=[O:6].C1(C)C=CC=CC=1. The catalyst is C1COCC1.C(OCC)(=O)C. The product is [Cl:1][C:2]1[CH:3]=[C:4]([C@H:5]([OH:6])[C@@H:7]2[CH2:12][CH2:11][CH2:10][N:9]([C:13]([O:15][C:16]([CH3:18])([CH3:17])[CH3:19])=[O:14])[CH2:8]2)[CH:20]=[CH:21][CH:22]=1. The yield is 0.350. (6) The reactants are P([O-])([O-])([O-])=O.[K+].[K+].[K+].Br[C:10]1[CH:11]=[C:12]2[C:17]([NH:18][C@@H:19]([C:21]3([F:24])[CH2:23][CH2:22]3)[CH3:20])=[C:16]([C:25]([NH2:27])=[O:26])[CH:15]=[N:14][N:13]2[CH:28]=1.[C:29]1(B(O)O)[CH:34]=[CH:33][CH:32]=[CH:31][CH:30]=1.CC(C1C=C(C(C)C)C(C2C=CC=CC=2P(C2CCCCC2)C2CCCCC2)=C(C(C)C)C=1)C. The catalyst is O1CCOCC1.C([O-])(=O)C.[Pd+2].C([O-])(=O)C. The product is [F:24][C:21]1([C@H:19]([NH:18][C:17]2[C:12]3[N:13]([CH:28]=[C:10]([C:29]4[CH:34]=[CH:33][CH:32]=[CH:31][CH:30]=4)[CH:11]=3)[N:14]=[CH:15][C:16]=2[C:25]([NH2:27])=[O:26])[CH3:20])[CH2:23][CH2:22]1. The yield is 0.200.